This data is from Volume of distribution at steady state (VDss) regression data from Lombardo et al.. The task is: Regression/Classification. Given a drug SMILES string, predict its absorption, distribution, metabolism, or excretion properties. Task type varies by dataset: regression for continuous measurements (e.g., permeability, clearance, half-life) or binary classification for categorical outcomes (e.g., BBB penetration, CYP inhibition). For this dataset (vdss_lombardo), we predict log10(VDss) (log10 of volume of distribution in L/kg). (1) The compound is C[NH+](C)C1C([O-])=C(C(N)=O)C(=O)C2(O)C([O-])=C3C(=O)c4c(O)ccc(Cl)c4C(C)(O)C3CC12. The log10(VDss) is -0.0500. (2) The drug is COc1ccc(OC)c(C(O)CNC(=O)C[NH3+])c1. The log10(VDss) is -0.170. (3) The compound is Cc1cccc(C)c1OCC(C)[NH3+]. The log10(VDss) is 0.770. (4) The molecule is Cc1nnc2n1-c1ccc(Cl)cc1C(c1ccccc1)=NC2. The log10(VDss) is -0.100. (5) The compound is CC(=O)CCCCn1c(=O)c2c(ncn2C)n(C)c1=O. The log10(VDss) is 0.260. (6) The compound is O=P([O-])(O)C(O)(Cc1cccnc1)P(=O)([O-])O. The log10(VDss) is 0.800. (7) The compound is CCOP(=O)(OCC)[C@H](C)NC(=O)N(CCCl)N=O. The log10(VDss) is -0.210. (8) The log10(VDss) is -0.680. The molecule is CC1=C(C(=O)[O-])N2C(=O)C(NC(=O)C([NH3+])c3ccccc3)C2SC1. (9) The molecule is O=C([O-])c1cc(N=Nc2ccc(S(=O)(=O)Nc3ccccn3)cc2)ccc1O. The log10(VDss) is -0.960. (10) The drug is C[NH2+]C1(c2ccccc2Cl)CCCCC1=O. The log10(VDss) is 0.460.